This data is from Forward reaction prediction with 1.9M reactions from USPTO patents (1976-2016). The task is: Predict the product of the given reaction. (1) Given the reactants [CH3:1][O:2][C:3]1[CH:8]=[CH:7][C:6]([O:9][CH3:10])=[C:5]([CH3:11])[C:4]=1[CH3:12].[CH:13]([O:16]C)(Cl)Cl, predict the reaction product. The product is: [CH3:10][O:9][C:6]1[C:5]([CH3:11])=[C:4]([CH3:12])[C:3]([O:2][CH3:1])=[CH:8][C:7]=1[CH:13]=[O:16]. (2) Given the reactants O([C:9]([O:11][C:12]([CH3:15])([CH3:14])[CH3:13])=[O:10])[C:9]([O:11][C:12]([CH3:15])([CH3:14])[CH3:13])=[O:10].[NH2:16][CH2:17][C:18]1[C:19]([F:35])=[C:20]([O:25][C:26]2[CH:27]=[C:28]([CH:31]=[C:32]([Cl:34])[CH:33]=2)[C:29]#[N:30])[C:21]([Br:24])=[CH:22][CH:23]=1.C([O-])(O)=O.[Na+].C(Cl)Cl, predict the reaction product. The product is: [Br:24][C:21]1[CH:22]=[CH:23][C:18]([CH2:17][NH:16][C:9](=[O:10])[O:11][C:12]([CH3:13])([CH3:14])[CH3:15])=[C:19]([F:35])[C:20]=1[O:25][C:26]1[CH:27]=[C:28]([C:29]#[N:30])[CH:31]=[C:32]([Cl:34])[CH:33]=1.